Dataset: Forward reaction prediction with 1.9M reactions from USPTO patents (1976-2016). Task: Predict the product of the given reaction. (1) Given the reactants COC[O:4][C:5]1[CH:10]=[C:9]([O:11]COC)[CH:8]=[CH:7][C:6]=1[CH:15]1[CH2:20][CH2:19][CH2:18][CH:17]([NH:21][C:22](=[O:24])[CH3:23])[CH2:16]1, predict the reaction product. The product is: [OH:4][C:5]1[CH:10]=[C:9]([OH:11])[CH:8]=[CH:7][C:6]=1[CH:15]1[CH2:20][CH2:19][CH2:18][CH:17]([NH:21][C:22](=[O:24])[CH3:23])[CH2:16]1. (2) Given the reactants [Na+].[C:2]([C:5]1[N:9]([CH3:10])[N:8]=[CH:7][C:6]=1[C:11]([O-:13])=O)(=[O:4])[NH2:3].C(P1(=O)OP(CCC)(=O)OP(CCC)(=O)O1)CC.Cl.[CH3:33][NH:34][CH3:35].C(N(C(C)C)CC)(C)C, predict the reaction product. The product is: [CH3:33][N:34]([CH3:35])[C:11]([C:6]1[CH:7]=[N:8][N:9]([CH3:10])[C:5]=1[C:2]([NH2:3])=[O:4])=[O:13]. (3) The product is: [CH2:1]([O:3][C:4]([N:6]1[CH2:11][CH2:10][CH:9]([C:12]2[C:20]3[C:15](=[CH:16][C:17]([F:21])=[CH:18][CH:19]=3)[N:14]([CH2:23][C:24]3[O:25][CH:26]=[CH:27][CH:28]=3)[CH:13]=2)[CH2:8][CH2:7]1)=[O:5])[CH3:2]. Given the reactants [CH2:1]([O:3][C:4]([N:6]1[CH2:11][CH2:10][CH:9]([C:12]2[C:20]3[C:15](=[CH:16][C:17]([F:21])=[CH:18][CH:19]=3)[NH:14][CH:13]=2)[CH2:8][CH2:7]1)=[O:5])[CH3:2].Br[CH2:23][C:24]1[O:25][CH:26]=[CH:27][CH:28]=1, predict the reaction product.